This data is from Catalyst prediction with 721,799 reactions and 888 catalyst types from USPTO. The task is: Predict which catalyst facilitates the given reaction. (1) Reactant: [O:1]1[CH2:6][CH2:5][CH2:4][O:3][CH:2]1[C:7]1[CH:14]=[CH:13][C:10]([C:11]#[N:12])=[CH:9][C:8]=1F.[CH3:16][CH:17]([S-:19])[CH3:18].[Na+].C(=O)([O-])[O-].[K+].[K+]. Product: [O:1]1[CH2:6][CH2:5][CH2:4][O:3][CH:2]1[C:7]1[CH:14]=[CH:13][C:10]([C:11]#[N:12])=[CH:9][C:8]=1[S:19][CH:17]([CH3:18])[CH3:16]. The catalyst class is: 3. (2) Reactant: Cl[C:2]1[N:7]=[CH:6][C:5]([S:8]([N:11]([CH3:13])[CH3:12])(=[O:10])=[O:9])=[CH:4][CH:3]=1.CCN(C(C)C)C(C)C.[CH3:23][NH:24][C@@H:25]1[CH2:29][CH2:28][N:27]([C:30]2[C:31]3[CH:38]=[CH:37][N:36]([CH2:39][O:40][CH2:41][CH2:42][Si:43]([CH3:46])([CH3:45])[CH3:44])[C:32]=3[N:33]=[CH:34][N:35]=2)[CH2:26]1. Product: [CH3:12][N:11]([CH3:13])[S:8]([C:5]1[CH:6]=[N:7][C:2]([N:24]([CH3:23])[C@@H:25]2[CH2:29][CH2:28][N:27]([C:30]3[C:31]4[CH:38]=[CH:37][N:36]([CH2:39][O:40][CH2:41][CH2:42][Si:43]([CH3:46])([CH3:45])[CH3:44])[C:32]=4[N:33]=[CH:34][N:35]=3)[CH2:26]2)=[CH:3][CH:4]=1)(=[O:10])=[O:9]. The catalyst class is: 296.